This data is from Reaction yield outcomes from USPTO patents with 853,638 reactions. The task is: Predict the reaction yield, written as a fraction of the theoretical maximum amount of product (1.0 means a 100% yield; for example, 0.34 means a 34% yield). (1) The reactants are [F:1][C:2]1[CH:9]=[C:8]([F:10])[CH:7]=[CH:6][C:3]=1[CH2:4]Br.O.Cl.[NH:13]1[CH2:18][CH2:17][C:16](=[O:19])[CH2:15][CH2:14]1.C(N(CC)CC)C. The catalyst is ClCCl. The product is [F:1][C:2]1[CH:9]=[C:8]([F:10])[CH:7]=[CH:6][C:3]=1[CH2:4][N:13]1[CH2:18][CH2:17][C:16](=[O:19])[CH2:15][CH2:14]1. The yield is 0.733. (2) The reactants are [Cl:1][C:2]1[CH:7]=[C:6](F)[C:5]([F:9])=[CH:4][C:3]=1[N+:10]([O-:12])=[O:11].[CH3:13][O:14][C:15]1[CH:32]=[CH:31][C:18]([CH2:19][N:20]2[C:24]3[N:25]=[CH:26][CH:27]=[C:28]([OH:29])[C:23]=3[C:22]([I:30])=[N:21]2)=[CH:17][CH:16]=1.C([O-])([O-])=O.[K+].[K+].CN(C=O)C. The catalyst is O. The product is [CH3:13][O:14][C:15]1[CH:16]=[CH:17][C:18]([CH2:19][N:20]2[C:24]3=[N:25][CH:26]=[CH:27][C:28]([O:29][C:6]4[CH:7]=[C:2]([Cl:1])[C:3]([N+:10]([O-:12])=[O:11])=[CH:4][C:5]=4[F:9])=[C:23]3[C:22]([I:30])=[N:21]2)=[CH:31][CH:32]=1. The yield is 0.400. (3) The reactants are [CH3:1][S:2][C:3]1[CH:4]=[CH:5][C:6]([C:9](OCC)=[O:10])=[N:7][CH:8]=1.[BH4-].[Na+].C(O)C.O1CCCC1. The catalyst is O. The product is [CH3:1][S:2][C:3]1[CH:4]=[CH:5][C:6]([CH2:9][OH:10])=[N:7][CH:8]=1. The yield is 0.680. (4) The reactants are [CH3:1][O:2][C:3]([C:5]1[CH:6]=[C:7]([C:12]2[CH:17]=[CH:16][C:15]([CH3:18])=[CH:14][CH:13]=2)[CH:8]=[C:9]([NH2:11])[CH:10]=1)=[O:4].N1C=CC=CC=1.[C:25](OC(=O)C)(=[O:27])[CH3:26]. The catalyst is C(Cl)Cl.C(OCC)(=O)C. The product is [CH3:1][O:2][C:3]([C:5]1[CH:6]=[C:7]([C:12]2[CH:17]=[CH:16][C:15]([CH3:18])=[CH:14][CH:13]=2)[CH:8]=[C:9]([NH:11][C:25](=[O:27])[CH3:26])[CH:10]=1)=[O:4]. The yield is 1.00. (5) The reactants are [C:1]([C:3]1[CH:4]=[C:5]([CH:9]=[CH:10][C:11]=1[F:12])[C:6](O)=O)#[N:2].[NH2:13][NH:14][C:15]([NH2:17])=[S:16].O=P(Cl)(Cl)Cl.[OH-].[Na+]. The catalyst is O.CC(=O)OCC. The product is [NH2:17][C:15]1[S:16][C:6]([C:5]2[CH:9]=[CH:10][C:11]([F:12])=[C:3]([CH:4]=2)[C:1]#[N:2])=[N:13][N:14]=1. The yield is 0.520. (6) The reactants are [S:1]1[C:5]2[CH:6]=[CH:7][CH:8]=[CH:9][C:4]=2[N:3]=[C:2]1[C:10]([OH:12])=O.C(N1C=CN=C1)(N1C=CN=C1)=O.Cl.[CH3:26][C@H:27]1[CH2:32][CH2:31][C@H:30]([NH2:33])[CH2:29][CH2:28]1.C(N(CC)C(C)C)(C)C.Cl. The catalyst is CN(C)C=O. The product is [CH3:26][C@H:27]1[CH2:32][CH2:31][C@H:30]([NH:33][C:10]([C:2]2[S:1][C:5]3[CH:6]=[CH:7][CH:8]=[CH:9][C:4]=3[N:3]=2)=[O:12])[CH2:29][CH2:28]1. The yield is 0.0500.